This data is from Experimentally validated miRNA-target interactions with 360,000+ pairs, plus equal number of negative samples. The task is: Binary Classification. Given a miRNA mature sequence and a target amino acid sequence, predict their likelihood of interaction. (1) The miRNA is hsa-let-7e-5p with sequence UGAGGUAGGAGGUUGUAUAGUU. The protein sequence of the target gene is MTLNGGGSGAGGSRGGGQERERRRGSTPWGPAPPLHRRSMPVDERDLQAALTPGALTAAAAGTGTQGPRLDWPEDSEDSLSSGGSDSDESVYKVLLLGAPGVGKSALARIFGGVEDGPEAEAAGHTYDRSIVVDGEEASLMVYDIWEQDGGRWLPGHCMAMGDAYVIVYSVTDKGSFEKASELRVQLRRARQTDDVPIILVGNKSDLVRSREVSVDEGRACAVVFDCKFIETSAALHHNVQALFEGVVRQIRLRRDSKEANARRQAGTRRRESLGKKAKRFLGRIVARNSRKMAFRAKSK.... Result: 1 (interaction). (2) The miRNA is mmu-miR-410-5p with sequence AGGUUGUCUGUGAUGAGUUCG. The protein sequence of the target gene is MSYPQFGYPYSSAPQFLMATNSLSTCCESGGRTLADSGPAASAQAPVYCPVYESRLLATARHELNSAAALGVYGGPYGGSQGYGNYVTYGSEASAFYSLNSFDSKDGSGSAHGGLAPAAAAYYPYEPALGQYPYDRYGTMDSGTRRKNATRETTSTLKAWLQEHRKNPYPTKGEKIMLAIITKMTLTQVSTWFANARRRLKKENKMTWPPRNKCADEKRPYAEGEEEEGGEEEAREEPLKSSKNAEPVGKEEKELELSDLDDFDPLEAEPPACELKPPFHSLDGGLERVPAAPDGPVKEA.... Result: 0 (no interaction).